This data is from NCI-60 drug combinations with 297,098 pairs across 59 cell lines. The task is: Regression. Given two drug SMILES strings and cell line genomic features, predict the synergy score measuring deviation from expected non-interaction effect. (1) Drug 1: CC1CCC2CC(C(=CC=CC=CC(CC(C(=O)C(C(C(=CC(C(=O)CC(OC(=O)C3CCCCN3C(=O)C(=O)C1(O2)O)C(C)CC4CCC(C(C4)OC)O)C)C)O)OC)C)C)C)OC. Drug 2: CN(CCCl)CCCl.Cl. Cell line: MALME-3M. Synergy scores: CSS=20.3, Synergy_ZIP=-7.24, Synergy_Bliss=-1.69, Synergy_Loewe=-27.1, Synergy_HSA=0.457. (2) Drug 1: CN(CC1=CN=C2C(=N1)C(=NC(=N2)N)N)C3=CC=C(C=C3)C(=O)NC(CCC(=O)O)C(=O)O. Drug 2: CC1(CCCN1)C2=NC3=C(C=CC=C3N2)C(=O)N. Cell line: UACC62. Synergy scores: CSS=36.6, Synergy_ZIP=5.06, Synergy_Bliss=2.99, Synergy_Loewe=-39.3, Synergy_HSA=0.279. (3) Drug 1: C1CC(=O)NC(=O)C1N2C(=O)C3=CC=CC=C3C2=O. Drug 2: C1C(C(OC1N2C=NC3=C2NC=NCC3O)CO)O. Cell line: SF-539. Synergy scores: CSS=4.37, Synergy_ZIP=-10.0, Synergy_Bliss=-12.1, Synergy_Loewe=-13.4, Synergy_HSA=-10.1. (4) Drug 1: C1=NC2=C(N1)C(=S)N=C(N2)N. Drug 2: C1=CC=C(C=C1)NC(=O)CCCCCCC(=O)NO. Cell line: NCI-H522. Synergy scores: CSS=38.3, Synergy_ZIP=1.32, Synergy_Bliss=6.08, Synergy_Loewe=2.89, Synergy_HSA=7.04. (5) Drug 1: C(=O)(N)NO. Drug 2: C1C(C(OC1N2C=NC3=C2NC=NCC3O)CO)O. Cell line: OVCAR3. Synergy scores: CSS=-1.24, Synergy_ZIP=4.24, Synergy_Bliss=-2.66, Synergy_Loewe=-0.664, Synergy_HSA=-2.32. (6) Drug 1: C1=NC2=C(N=C(N=C2N1C3C(C(C(O3)CO)O)F)Cl)N. Drug 2: C1CN(P(=O)(OC1)NCCCl)CCCl. Cell line: UO-31. Synergy scores: CSS=0.920, Synergy_ZIP=-0.419, Synergy_Bliss=0.731, Synergy_Loewe=0.484, Synergy_HSA=0.734. (7) Drug 1: CNC(=O)C1=CC=CC=C1SC2=CC3=C(C=C2)C(=NN3)C=CC4=CC=CC=N4. Drug 2: CN1CCC(CC1)COC2=C(C=C3C(=C2)N=CN=C3NC4=C(C=C(C=C4)Br)F)OC. Cell line: NCI-H322M. Synergy scores: CSS=27.2, Synergy_ZIP=1.15, Synergy_Bliss=1.31, Synergy_Loewe=-11.9, Synergy_HSA=0.624.